From a dataset of Peptide-MHC class I binding affinity with 185,985 pairs from IEDB/IMGT. Regression. Given a peptide amino acid sequence and an MHC pseudo amino acid sequence, predict their binding affinity value. This is MHC class I binding data. (1) The peptide sequence is PLNDNIATL. The MHC is HLA-A02:01 with pseudo-sequence HLA-A02:01. The binding affinity (normalized) is 0.332. (2) The peptide sequence is EIRHRSGIQ. The MHC is HLA-B08:02 with pseudo-sequence HLA-B08:02. The binding affinity (normalized) is 0.0847. (3) The peptide sequence is AEVAELYRLEL. The MHC is H-2-Kk with pseudo-sequence H-2-Kk. The binding affinity (normalized) is 0.130. (4) The peptide sequence is PREGDLTC. The MHC is Mamu-B08 with pseudo-sequence Mamu-B08. The binding affinity (normalized) is 0.